The task is: Binary Classification. Given a drug SMILES string, predict its activity (active/inactive) in a high-throughput screening assay against a specified biological target.. This data is from KCNQ2 potassium channel screen with 302,405 compounds. (1) The drug is Brc1c(n(nc1C)CC(=O)NNC(=O)c1c(F)cccc1)[N+]([O-])=O. The result is 0 (inactive). (2) The compound is O=C(C12CN(CN(C1)C(=O)C)CN(C2)C(=O)C)c1ccccc1. The result is 0 (inactive). (3) The molecule is s1c(C(OCCn2c3nc4c(nc3c(c2N)C(OCC)=O)cccc4)=O)ccc1. The result is 0 (inactive). (4) The compound is O1C23C4(C5(C(CC4OC3=O)C(C)(C)C)C1OC(=O)C5O)CC1OC(=O)C(C21O)C. The result is 0 (inactive). (5) The compound is FC(F)(F)c1ccc(C(=O)NC(CC(C)C)C)cc1. The result is 0 (inactive). (6) The drug is Clc1cc(CNC(=O)C2CCN(S(=O)(=O)c3ccc(F)cc3)CC2)ccc1. The result is 0 (inactive). (7) The drug is O(C(=O)c1c(nc(c(NC(=O)Nc2nccc(c2)C)c1)C)C)CC. The result is 0 (inactive).